From a dataset of Full USPTO retrosynthesis dataset with 1.9M reactions from patents (1976-2016). Predict the reactants needed to synthesize the given product. (1) Given the product [CH3:28][C:20]1[N:19]=[C:18]([N:15]2[CH2:16][CH2:17][NH:12][CH2:13][CH2:14]2)[CH:23]=[C:22]([C:24]([F:27])([F:25])[F:26])[CH:21]=1, predict the reactants needed to synthesize it. The reactants are: C([C@]1(C([N:12]2[CH2:17][CH2:16][N:15]([C:18]3[CH:23]=[C:22]([C:24]([F:27])([F:26])[F:25])[CH:21]=[C:20]([CH3:28])[N:19]=3)[CH2:14][CH2:13]2)=O)CC[C@@H](N)C1)(C)C.CC1C(=O)CCOC1.C(N(CC)CC)C.C(O[BH-](OC(=O)C)OC(=O)C)(=O)C.[Na+]. (2) Given the product [NH2:1][C:2]1[N:3]=[CH:4][C:5]([C:28]2[CH:29]=[CH:30][C:25]([C:23]([NH:22][CH2:16][C:17]3[O:21][CH:20]=[CH:19][CH:18]=3)=[O:24])=[CH:26][CH:27]=2)=[N:6][C:7]=1[C:8]1[CH:13]=[CH:12][C:11]([OH:14])=[CH:10][CH:9]=1, predict the reactants needed to synthesize it. The reactants are: [NH2:1][C:2]1[C:7]([C:8]2[CH:13]=[CH:12][C:11]([OH:14])=[CH:10][CH:9]=2)=[N:6][C:5](Br)=[CH:4][N:3]=1.[CH2:16]([NH:22][C:23]([C:25]1[CH:30]=[CH:29][C:28](B(O)O)=[CH:27][CH:26]=1)=[O:24])[C:17]1[O:21][CH:20]=[CH:19][CH:18]=1.C([O-])([O-])=O.[Na+].[Na+]. (3) Given the product [F:1][C:2]1[CH:3]=[C:4]([C:9]2[CH2:14][CH2:13][O:12][CH2:11][CH:10]=2)[CH:5]=[C:6]([F:8])[CH:7]=1, predict the reactants needed to synthesize it. The reactants are: [F:1][C:2]1[CH:3]=[C:4]([C:9]2(O)[CH2:14][CH2:13][O:12][CH2:11][CH2:10]2)[CH:5]=[C:6]([F:8])[CH:7]=1.CS(Cl)(=O)=O.C1CCN2C(=NCCC2)CC1. (4) Given the product [C:1]([O:4][C:5]1[CH:15]=[CH:14][CH:13]=[CH:12][C:6]=1[C:7]([O:9][CH2:10][O:26][C:24](=[O:25])[CH2:23][CH2:22][CH2:21][CH2:20][O:19][N+:16]([O-:18])=[O:17])=[O:8])(=[O:3])[CH3:2], predict the reactants needed to synthesize it. The reactants are: [C:1]([O:4][C:5]1[CH:15]=[CH:14][CH:13]=[CH:12][C:6]=1[C:7]([O:9][CH2:10]Cl)=[O:8])(=[O:3])[CH3:2].[N+:16]([O:19][CH2:20][CH2:21][CH2:22][CH2:23][C:24]([OH:26])=[O:25])([O-:18])=[O:17].CCN(CC)CC. (5) Given the product [OH:16][C:15]1[CH:14]=[C:13]([CH:12]=[CH:1][C:2]([C:4]2[CH:9]=[CH:8][C:7]([I:10])=[CH:6][CH:5]=2)=[O:3])[CH:21]=[CH:20][C:17]=1[O:18][CH3:19], predict the reactants needed to synthesize it. The reactants are: [CH3:1][C:2]([C:4]1[CH:9]=[CH:8][C:7]([I:10])=[CH:6][CH:5]=1)=[O:3].O=[CH:12][C:13]1[CH:21]=[CH:20][C:17]([O:18][CH3:19])=[C:15]([OH:16])[CH:14]=1.[OH-].[K+]. (6) Given the product [CH2:1]([O:3][C:4]([C:6]1[C:10]2[N:11]=[CH:12][N:13]=[C:14]([C:22]3[CH:23]=[C:24]([O:28][CH3:29])[C:25]([F:27])=[CH:26][C:21]=3[O:20][CH2:19][CH:16]3[CH2:18][CH2:17]3)[C:9]=2[NH:8][CH:7]=1)=[O:5])[CH3:2], predict the reactants needed to synthesize it. The reactants are: [CH2:1]([O:3][C:4]([C:6]1[C:10]2[N:11]=[CH:12][N:13]=[C:14](Cl)[C:9]=2[NH:8][CH:7]=1)=[O:5])[CH3:2].[CH:16]1([CH2:19][O:20][C:21]2[CH:26]=[C:25]([F:27])[C:24]([O:28][CH3:29])=[CH:23][C:22]=2B2OC(C)(C)C(C)(C)O2)[CH2:18][CH2:17]1. (7) The reactants are: FC(F)(F)C(O)=O.C(OC([N:15]1[CH2:20][CH2:19][CH:18]([NH:21][C:22]2[C:27]([NH:28][C:29](=[O:36])[CH2:30][CH:31]3[CH2:35][CH2:34][CH2:33][CH2:32]3)=[CH:26][N:25]=[C:24]3[N:37]([S:40]([C:43]4[CH:48]=[CH:47][CH:46]=[CH:45][CH:44]=4)(=[O:42])=[O:41])[CH:38]=[CH:39][C:23]=23)[CH2:17][CH2:16]1)=O)(C)(C)C.[C:49](#[N:52])[CH:50]=[CH2:51]. Given the product [C:43]1([S:40]([N:37]2[C:24]3=[N:25][CH:26]=[C:27]([NH:28][C:29](=[O:36])[CH2:30][CH:31]4[CH2:32][CH2:33][CH2:34][CH2:35]4)[C:22]([NH:21][CH:18]4[CH2:19][CH2:20][N:15]([CH2:51][CH2:50][C:49]#[N:52])[CH2:16][CH2:17]4)=[C:23]3[CH:39]=[CH:38]2)(=[O:41])=[O:42])[CH:48]=[CH:47][CH:46]=[CH:45][CH:44]=1, predict the reactants needed to synthesize it. (8) Given the product [CH2:1]([NH:8][C:9]1[C:18]2[CH2:17][O:56][CH2:15][CH2:14][C:13]=2[N:12]=[C:11]([Cl:19])[N:10]=1)[C:2]1[CH:7]=[CH:6][CH:5]=[CH:4][CH:3]=1, predict the reactants needed to synthesize it. The reactants are: [CH2:1]([NH:8][C:9]1[C:18]2[CH2:17]C[CH2:15][CH2:14][C:13]=2[N:12]=[C:11]([Cl:19])[N:10]=1)[C:2]1[CH:7]=[CH:6][CH:5]=[CH:4][CH:3]=1.C([N-]C(C)C)(C)C.[Li+].C(NC1C2C[O:56]CCC=2N=C(N2C3C=CC=C(C#N)C=3C=C2C)N=1)C1C=CC=CC=1. (9) The reactants are: [CH2:1]([O:8][C:9]1[CH:10]=[C:11]([CH:15]([C:26]2[C:31](Cl)=[N:30][CH:29]=[CH:28][N:27]=2)[NH:16][C:17](=O)[CH2:18][CH:19]2[CH2:24][CH2:23][CH2:22][CH2:21][CH2:20]2)[CH:12]=[CH:13][CH:14]=1)[C:2]1[CH:7]=[CH:6][CH:5]=[CH:4][CH:3]=1.C(OC1C=C(C(NC(C2CCC2)=O)C2C(Cl)=NC=C[N:49]=2)C=CC=1)C1C=CC=CC=1. Given the product [CH2:1]([O:8][C:9]1[CH:10]=[C:11]([C:15]2[N:16]=[C:17]([CH2:18][CH:19]3[CH2:24][CH2:23][CH2:22][CH2:21][CH2:20]3)[N:27]3[CH:28]=[CH:29][N:30]=[C:31]([NH2:49])[C:26]=23)[CH:12]=[CH:13][CH:14]=1)[C:2]1[CH:7]=[CH:6][CH:5]=[CH:4][CH:3]=1, predict the reactants needed to synthesize it. (10) Given the product [N:1]([C:2]1[CH:7]=[C:6]([C:8]([O:10][CH3:11])=[O:9])[C:5]([CH3:12])=[CH:4][C:3]=1[C:13]([O:15][CH3:16])=[O:14])=[C:17]=[S:18], predict the reactants needed to synthesize it. The reactants are: [NH2:1][C:2]1[CH:7]=[C:6]([C:8]([O:10][CH3:11])=[O:9])[C:5]([CH3:12])=[CH:4][C:3]=1[C:13]([O:15][CH3:16])=[O:14].[C:17](Cl)(Cl)=[S:18].